From a dataset of Peptide-MHC class I binding affinity with 185,985 pairs from IEDB/IMGT. Regression. Given a peptide amino acid sequence and an MHC pseudo amino acid sequence, predict their binding affinity value. This is MHC class I binding data. The binding affinity (normalized) is 0.0847. The peptide sequence is FHMDPSGTF. The MHC is HLA-A69:01 with pseudo-sequence HLA-A69:01.